Dataset: Forward reaction prediction with 1.9M reactions from USPTO patents (1976-2016). Task: Predict the product of the given reaction. (1) Given the reactants [CH3:1][O:2][CH2:3][C:4]([N:6]1[C:15]2[C:10](=[CH:11][CH:12]=[C:13]([N+:16]([O-:18])=[O:17])[CH:14]=2)[CH2:9][CH2:8][CH2:7]1)=O.Cl.O, predict the reaction product. The product is: [CH3:1][O:2][CH2:3][CH2:4][N:6]1[C:15]2[C:10](=[CH:11][CH:12]=[C:13]([N+:16]([O-:18])=[O:17])[CH:14]=2)[CH2:9][CH2:8][CH2:7]1. (2) The product is: [CH:13]1([N:17]2[CH2:22][CH2:21][N:20]([C:2]3[CH:12]=[CH:11][C:5]([C:6]([O:8][CH2:9][CH3:10])=[O:7])=[CH:4][CH:3]=3)[CH2:19][CH2:18]2)[CH2:16][CH2:15][CH2:14]1. Given the reactants F[C:2]1[CH:12]=[CH:11][C:5]([C:6]([O:8][CH2:9][CH3:10])=[O:7])=[CH:4][CH:3]=1.[CH:13]1([N:17]2[CH2:22][CH2:21][NH:20][CH2:19][CH2:18]2)[CH2:16][CH2:15][CH2:14]1, predict the reaction product. (3) Given the reactants Cl[C:2]1[C:7]([C:8]#[N:9])=[CH:6][N:5]=[CH:4][C:3]=1[C:10]1[CH:15]=[CH:14][C:13]([O:16][CH3:17])=[C:12]([O:18][CH3:19])[CH:11]=1.[Cl:20][C:21]1[CH:22]=[C:23]([CH:25]=[CH:26][CH:27]=1)[NH2:24].N1C(=O)CC[C@H]1C(O)=O.Cl, predict the reaction product. The product is: [CH3:19][O:18][C:12]1[CH:11]=[C:10]([C:3]2[CH:4]=[N:5][CH:6]=[C:7]([C:2]=2[NH:24][C:23]2[CH:25]=[CH:26][CH:27]=[C:21]([Cl:20])[CH:22]=2)[C:8]#[N:9])[CH:15]=[CH:14][C:13]=1[O:16][CH3:17]. (4) Given the reactants C[Si]([O:5][C:6]1[C:11]([C:12]([CH3:15])([CH3:14])[CH3:13])=[CH:10][C:9]([C:16]([CH3:19])([CH3:18])[CH3:17])=[CH:8][C:7]=1[P:20]([C:27]1[CH:32]=[CH:31][CH:30]=[CH:29][CH:28]=1)[C:21]1[CH:26]=[CH:25][CH:24]=[CH:23][CH:22]=1)(C)C.[O:33]1[CH2:37][CH2:36][CH2:35][CH2:34]1.[Cl-:38].[Cl-].[Cl-].[Cl-].[Zr+4:42], predict the reaction product. The product is: [Cl-:38].[Cl-:38].[C:21]1([P:20]([C:27]2[CH:32]=[CH:31][CH:30]=[CH:29][CH:28]=2)[C:7]2[CH:8]=[C:9]([C:16]([CH3:19])([CH3:18])[CH3:17])[CH:10]=[C:11]([C:12]([CH3:15])([CH3:14])[CH3:13])[C:6]=2[O:5][Zr+2:42][O:33][C:37]2[C:36]([C:12]([CH3:13])([CH3:14])[CH3:15])=[CH:35][C:34]([C:16]([CH3:19])([CH3:18])[CH3:17])=[CH:28][C:27]=2[P:20]([C:21]2[CH:26]=[CH:25][CH:24]=[CH:23][CH:22]=2)[C:7]2[CH:8]=[CH:9][CH:10]=[CH:11][CH:6]=2)[CH:26]=[CH:25][CH:24]=[CH:23][CH:22]=1. (5) The product is: [CH2:1]([C:3]1[CH:8]=[CH:7][C:6]([CH:9]2[CH2:14][NH:13][CH2:12][CH:11]([NH:15][C:16](=[O:19])[O:17][CH3:18])[CH2:10]2)=[CH:5][CH:4]=1)[CH3:2]. Given the reactants [CH2:1]([C:3]1[CH:8]=[CH:7][C:6]([C:9]2[CH:10]=[C:11]([NH:15][C:16](=[O:19])[O:17][CH3:18])[CH:12]=[N:13][CH:14]=2)=[CH:5][CH:4]=1)[CH3:2], predict the reaction product. (6) Given the reactants [Ni:1](Cl)Cl.[C:4](=O)([O-])[O-:5].[Ni+2].[C]=O, predict the reaction product. The product is: [C-:4]#[O+:5].[C-:4]#[O+:5].[C-:4]#[O+:5].[C-:4]#[O+:5].[Ni:1].